Dataset: Reaction yield outcomes from USPTO patents with 853,638 reactions. Task: Predict the reaction yield, written as a fraction of the theoretical maximum amount of product (1.0 means a 100% yield; for example, 0.34 means a 34% yield). (1) The reactants are [Br:1][C:2]1[CH:7]=[C:6]([CH2:8][NH2:9])[CH:5]=[CH:4][N:3]=1.[C:10]([O:14][C:15]([N:17]1[CH2:21][C@H:20]([F:22])[CH2:19][C@H:18]1[C:23](O)=[O:24])=[O:16])([CH3:13])([CH3:12])[CH3:11].CN(C(ON1N=NC2C=CC=NC1=2)=[N+](C)C)C.F[P-](F)(F)(F)(F)F.C(N(CC)CC)C. The catalyst is CN(C)C=O. The product is [Br:1][C:2]1[CH:7]=[C:6]([CH2:8][NH:9][C:23]([C@@H:18]2[CH2:19][C@@H:20]([F:22])[CH2:21][N:17]2[C:15]([O:14][C:10]([CH3:13])([CH3:12])[CH3:11])=[O:16])=[O:24])[CH:5]=[CH:4][N:3]=1. The yield is 0.980. (2) The reactants are [CH:1]([NH:4][C:5]1[C:10]2[C:11]([C:33]3[CH:38]=[C:37]([N:39]4[CH2:44][CH2:43][O:42][CH2:41][CH2:40]4)[N:36]=[CH:35][N:34]=3)=[N:12][N:13](C(C3C=CC=CC=3)(C3C=CC=CC=3)C3C=CC=CC=3)[C:9]=2[CH:8]=[CH:7][N:6]=1)([CH3:3])[CH3:2].ClC1N=CN=C(C2C3C(NC(C)C)=NC=CC=3N(C(C3C=CC=CC=3)(C3C=CC=CC=3)C3C=CC=CC=3)N=2)C=1.N1CCOCC1.C([O-])([O-])=O.[Cs+].[Cs+]. The catalyst is CC(O)C. The product is [CH:1]([NH:4][C:5]1[C:10]2[C:11]([C:33]3[CH:38]=[C:37]([N:39]4[CH2:40][CH2:41][O:42][CH2:43][CH2:44]4)[N:36]=[CH:35][N:34]=3)=[N:12][NH:13][C:9]=2[CH:8]=[CH:7][N:6]=1)([CH3:3])[CH3:2]. The yield is 0.920. (3) The reactants are [N+:1]([C:4]1[CH:5]=[C:6]([CH:10]=[CH:11][CH:12]=1)[CH:7]=[N:8][OH:9])([O-:3])=[O:2].ClN1C(=O)CCC1=O.[Cl:21][C:22]1[CH:27]=[C:26]([C:28]([C:30]([F:33])([F:32])[F:31])=[CH2:29])[CH:25]=[C:24]([Cl:34])[CH:23]=1.C(N(CC)CC)C. The catalyst is CN(C)C=O.C(OCC)(=O)C.O. The product is [Cl:21][C:22]1[CH:27]=[C:26]([C:28]2([C:30]([F:33])([F:31])[F:32])[O:9][N:8]=[C:7]([C:6]3[CH:10]=[CH:11][CH:12]=[C:4]([N+:1]([O-:3])=[O:2])[CH:5]=3)[CH2:29]2)[CH:25]=[C:24]([Cl:34])[CH:23]=1. The yield is 0.970. (4) The reactants are [Br:1][C:2]1[CH:7]=[C:6]([N+:8]([O-:10])=[O:9])[C:5](F)=[CH:4][C:3]=1[F:12].[CH2:13]([NH:17][CH2:18][CH:19]([CH3:21])[CH3:20])[CH:14]([CH3:16])[CH3:15].CCN(C(C)C)C(C)C. The catalyst is CN1C(=O)CCC1.O.CCOC(C)=O. The product is [Br:1][C:2]1[C:3]([F:12])=[CH:4][C:5]([N:17]([CH2:18][CH:19]([CH3:21])[CH3:20])[CH2:13][CH:14]([CH3:16])[CH3:15])=[C:6]([N+:8]([O-:10])=[O:9])[CH:7]=1. The yield is 0.548.